Dataset: Full USPTO retrosynthesis dataset with 1.9M reactions from patents (1976-2016). Task: Predict the reactants needed to synthesize the given product. (1) Given the product [Cl:17][C:13]1[C:12]2[C:7](=[CH:8][CH:9]=[CH:10][CH:11]=2)[N:6]=[CH:5][C:4]=1[N+:1]([O-:3])=[O:2], predict the reactants needed to synthesize it. The reactants are: [N+:1]([C:4]1[CH:5]=[N:6][C:7]2[C:12]([C:13]=1O)=[CH:11][CH:10]=[CH:9][CH:8]=2)([O-:3])=[O:2].S(Cl)([Cl:17])=O.CN(C=O)C. (2) Given the product [CH2:27]([O:34][C:35]1[CH:40]=[C:39]([C:2]2[CH:7]=[CH:6][N:5]=[C:4]3[NH:8][C:9]([C:11]4[CH:20]=[CH:19][C:14]([C:15]([O:17][CH3:18])=[O:16])=[CH:13][CH:12]=4)=[N:10][C:3]=23)[CH:38]=[CH:37][CH:36]=1)[C:28]1[CH:33]=[CH:32][CH:31]=[CH:30][CH:29]=1, predict the reactants needed to synthesize it. The reactants are: I[C:2]1[CH:7]=[CH:6][N:5]=[C:4]2[NH:8][C:9]([C:11]3[CH:20]=[CH:19][C:14]([C:15]([O:17][CH3:18])=[O:16])=[CH:13][CH:12]=3)=[N:10][C:3]=12.C(=O)([O-])[O-].[K+].[K+].[CH2:27]([O:34][C:35]1[CH:36]=[C:37](B(O)O)[CH:38]=[CH:39][CH:40]=1)[C:28]1[CH:33]=[CH:32][CH:31]=[CH:30][CH:29]=1. (3) Given the product [NH:1]1[CH:5]=[CH:4][N:3]=[C:2]1[C:6]1[CH:7]=[CH:8][C:9]([CH3:29])=[C:10]([NH:12][C:13](=[O:28])[C:14]2[CH:19]=[CH:18][C:17](/[CH:20]=[CH:21]/[C:22]3[CH:27]=[CH:26][CH:25]=[CH:24][N:23]=3)=[CH:16][CH:15]=2)[CH:11]=1, predict the reactants needed to synthesize it. The reactants are: [NH:1]1[CH:5]=[CH:4][N:3]=[C:2]1[C:6]1[CH:7]=[CH:8][C:9]([CH3:29])=[C:10]([NH:12][C:13](=[O:28])[C:14]2[CH:19]=[CH:18][C:17]([C:20]#[C:21][C:22]3[CH:27]=[CH:26][CH:25]=[CH:24][N:23]=3)=[CH:16][CH:15]=2)[CH:11]=1.CC(C[AlH]CC(C)C)C.O.CCOC(C)=O.